This data is from Forward reaction prediction with 1.9M reactions from USPTO patents (1976-2016). The task is: Predict the product of the given reaction. (1) Given the reactants [OH:1][CH:2]([C:13]1[N:18]=[CH:17][C:16]([C:19]#[N:20])=[CH:15][CH:14]=1)[CH2:3][N:4]1[CH:9]2[CH2:10][NH:11][CH2:12][CH:5]1[CH2:6][O:7][CH2:8]2.[CH3:21][C:22]1[C:30]2[CH2:29][O:28][C:27](=[O:31])[C:26]=2[CH:25]=[CH:24][C:23]=1[C@@H:32]1[CH2:34][O:33]1, predict the reaction product. The product is: [OH:1][CH:2]([C:13]1[CH:14]=[CH:15][C:16]([C:19]#[N:20])=[CH:17][N:18]=1)[CH2:3][N:4]1[CH:9]2[CH2:10][N:11]([CH2:34][C@H:32]([OH:33])[C:23]3[C:22]([CH3:21])=[C:30]4[C:26](=[CH:25][CH:24]=3)[C:27](=[O:31])[O:28][CH2:29]4)[CH2:12][CH:5]1[CH2:6][O:7][CH2:8]2. (2) The product is: [CH3:13][O:14][C:15]1([C:32]([F:34])([F:35])[F:33])[CH2:16][CH:17]([C:19]2[O:23][N:22]=[C:21]([C:24]3[CH:25]=[CH:26][C:27]([CH3:31])=[C:28]([NH:29][C:10]([C:3]4[N:4]5[CH:9]=[CH:8][CH:7]=[CH:6][C:5]5=[N:1][CH:2]=4)=[O:12])[CH:30]=3)[N:20]=2)[CH2:18]1. Given the reactants [N:1]1[CH:2]=[C:3]([C:10]([OH:12])=O)[N:4]2[CH:9]=[CH:8][CH:7]=[CH:6][C:5]=12.[CH3:13][O:14][C:15]1([C:32]([F:35])([F:34])[F:33])[CH2:18][CH:17]([C:19]2[O:23][N:22]=[C:21]([C:24]3[CH:25]=[CH:26][C:27]([CH3:31])=[C:28]([CH:30]=3)[NH2:29])[N:20]=2)[CH2:16]1.CCCP(=O)=O, predict the reaction product. (3) The product is: [C:1]([C:5]1[O:9][N:8]=[C:7]([NH:10][C:11]([NH:13][C:14]2[CH:19]=[CH:18][CH:17]=[C:16]([S:20][C:22]3[C:31]4[C:26](=[CH:27][CH:28]=[C:29]([O:32][CH2:33][CH2:34][O:35][CH3:36])[CH:30]=4)[N:25]=[CH:24][N:23]=3)[CH:15]=2)=[O:12])[CH:6]=1)([CH3:4])([CH3:2])[CH3:3]. Given the reactants [C:1]([C:5]1[O:9][N:8]=[C:7]([NH:10][C:11]([NH:13][C:14]2[CH:19]=[CH:18][CH:17]=[C:16]([SH:20])[CH:15]=2)=[O:12])[CH:6]=1)([CH3:4])([CH3:3])[CH3:2].Cl[C:22]1[C:31]2[C:26](=[CH:27][CH:28]=[C:29]([O:32][CH2:33][CH2:34][O:35][CH3:36])[CH:30]=2)[N:25]=[CH:24][N:23]=1, predict the reaction product. (4) The product is: [C:4]([O:34][C:32]([N:21]([CH2:22][CH3:23])[C:18]1[CH:19]=[CH:20][C:15]([C:14]([OH:13])=[O:24])=[CH:16][N:17]=1)=[O:33])([CH3:3])([CH3:5])[CH3:9]. Given the reactants CO[C:3](=O)[C:4]1[CH:9]=CC(Cl)=N[CH:5]=1.C[O:13][C:14](=[O:24])[C:15]1[CH:20]=[CH:19][C:18]([NH:21][CH2:22][CH3:23])=[N:17][CH:16]=1.C(N(CC)CC)C.[C:32](OC([O-])=O)([O-:34])=[O:33].C(O)(=O)CC(CC(O)=O)(C(O)=O)O.O.[OH-].[Li+], predict the reaction product. (5) Given the reactants C(OC(=O)[NH:7][C:8]1[CH:13]=[CH:12][C:11]([CH2:14][N:15]2[CH2:20][CH2:19][N:18]([CH3:21])[CH2:17][C:16]2([CH3:23])[CH3:22])=[CH:10][N:9]=1)(C)(C)C.Cl, predict the reaction product. The product is: [CH3:22][C:16]1([CH3:23])[CH2:17][N:18]([CH3:21])[CH2:19][CH2:20][N:15]1[CH2:14][C:11]1[CH:12]=[CH:13][C:8]([NH2:7])=[N:9][CH:10]=1. (6) Given the reactants Br[C:2]1[C:3](=[O:13])[C:4]2[C:9]([C:10](=[O:12])[CH:11]=1)=[CH:8][CH:7]=[CH:6][CH:5]=2.[N:14]1[CH:19]=[CH:18][CH:17]=[CH:16][C:15]=1[CH2:20][NH2:21], predict the reaction product. The product is: [N:14]1[CH:19]=[CH:18][CH:17]=[CH:16][C:15]=1[CH2:20][NH:21][C:2]1[C:3](=[O:13])[C:4]2[C:9]([C:10](=[O:12])[CH:11]=1)=[CH:8][CH:7]=[CH:6][CH:5]=2. (7) Given the reactants FC(F)(F)C(O)=O.[NH:8]([C:15](=[O:49])[CH:16]([C:21]1[CH:48]=[CH:47][C:24]([C:25]([NH:27][C:28]2[CH:33]=[C:32]([C:34]3[CH:38]=[CH:37][S:36][CH:35]=3)[CH:31]=[CH:30][C:29]=2[NH:39]C(=O)OC(C)(C)C)=[O:26])=[CH:23][CH:22]=1)[CH2:17][N:18]([CH3:20])[CH3:19])[C:9]1[CH:14]=[CH:13][CH:12]=[CH:11][CH:10]=1, predict the reaction product. The product is: [NH2:39][C:29]1[CH:30]=[CH:31][C:32]([C:34]2[CH:38]=[CH:37][S:36][CH:35]=2)=[CH:33][C:28]=1[NH:27][C:25](=[O:26])[C:24]1[CH:47]=[CH:48][C:21]([CH:16]([CH2:17][N:18]([CH3:20])[CH3:19])[C:15]([NH:8][C:9]2[CH:10]=[CH:11][CH:12]=[CH:13][CH:14]=2)=[O:49])=[CH:22][CH:23]=1. (8) The product is: [C:1]1([N:7]2[C:11]3[CH:12]=[CH:13][CH:14]=[CH:15][C:10]=3[N:9]=[C:8]2[CH:16]([NH:18][C:20]2[N:28]=[CH:27][N:26]=[C:25]3[C:21]=2[N:22]=[CH:23][NH:24]3)[CH3:17])[CH:2]=[CH:3][CH:4]=[CH:5][CH:6]=1. Given the reactants [C:1]1([N:7]2[C:11]3[CH:12]=[CH:13][CH:14]=[CH:15][C:10]=3[N:9]=[C:8]2[CH:16]([NH2:18])[CH3:17])[CH:6]=[CH:5][CH:4]=[CH:3][CH:2]=1.Cl[C:20]1[N:28]=[CH:27][N:26]=[C:25]2[C:21]=1[N:22]=[CH:23][NH:24]2.C(O)CCC, predict the reaction product. (9) The product is: [F:1][C:2]1[CH:3]=[CH:4][C:5]([O:25][CH3:26])=[C:6]([C:8]2[CH:13]=[CH:12][N:11]=[C:10]3[NH:14][C:15]([C:17]4[CH2:18][CH:19]5[CH2:23][N:22]([C:35]([NH:34][CH3:37])=[O:36])[CH2:21][CH:20]5[CH:24]=4)=[CH:16][C:9]=23)[CH:7]=1. Given the reactants [F:1][C:2]1[CH:3]=[CH:4][C:5]([O:25][CH3:26])=[C:6]([C:8]2[CH:13]=[CH:12][N:11]=[C:10]3[NH:14][C:15]([C:17]4[CH2:18][CH:19]5[CH2:23][NH:22][CH2:21][CH:20]5[CH:24]=4)=[CH:16][C:9]=23)[CH:7]=1.C(N(CC)CC)C.[N:34]([CH3:37])=[C:35]=[O:36].O, predict the reaction product. (10) Given the reactants [NH2:1][C:2]1[CH:7]=[CH:6][CH:5]=[CH:4][CH:3]=1.Br[C:9]1[CH:17]=[CH:16][C:12]([C:13]([OH:15])=[O:14])=[CH:11][CH:10]=1.C(=O)([O-])[O-].[Cs+].[Cs+], predict the reaction product. The product is: [C:2]1([NH:1][C:9]2[CH:17]=[CH:16][C:12]([C:13]([OH:15])=[O:14])=[CH:11][CH:10]=2)[CH:7]=[CH:6][CH:5]=[CH:4][CH:3]=1.